Dataset: Full USPTO retrosynthesis dataset with 1.9M reactions from patents (1976-2016). Task: Predict the reactants needed to synthesize the given product. (1) Given the product [Cl:1][C:2]1[CH:3]=[C:4]([CH2:21][CH2:22][OH:23])[CH:5]=[C:6]([Cl:20])[C:7]=1[O:8][C:9]1[CH:14]=[C:13]([CH:15]([CH3:17])[CH3:16])[C:12](=[O:18])[N:11]([CH3:19])[N:10]=1, predict the reactants needed to synthesize it. The reactants are: [Cl:1][C:2]1[CH:3]=[C:4]([CH2:21][CH2:22][O:23]C(=O)C)[CH:5]=[C:6]([Cl:20])[C:7]=1[O:8][C:9]1[CH:14]=[C:13]([CH:15]([CH3:17])[CH3:16])[C:12](=[O:18])[N:11]([CH3:19])[N:10]=1.[OH-].[Na+]. (2) Given the product [NH2:9][C:6]1[CH:7]=[CH:8][N:4]([CH2:3][C:2]([CH3:12])([OH:13])[CH3:1])[N:5]=1, predict the reactants needed to synthesize it. The reactants are: [CH3:1][C:2]([OH:13])([CH3:12])[CH2:3][N:4]1[CH:8]=[CH:7][C:6]([N+:9]([O-])=O)=[N:5]1. (3) The reactants are: [CH2:1]([N:8]1[CH:12]=[CH:11][N:10]=[C:9]1[CH2:13][CH:14]([C:19](=O)[CH2:20][CH3:21])[C:15](=O)[CH2:16][CH3:17])[C:2]1[CH:7]=[CH:6][CH:5]=[CH:4][CH:3]=1.[CH2:23]([NH:26][NH2:27])[CH2:24][CH3:25]. Given the product [CH2:1]([N:8]1[CH:12]=[CH:11][N:10]=[C:9]1[CH2:13][C:14]1[C:19]([CH2:20][CH3:21])=[N:27][N:26]([CH2:23][CH2:24][CH3:25])[C:15]=1[CH2:16][CH3:17])[C:2]1[CH:7]=[CH:6][CH:5]=[CH:4][CH:3]=1, predict the reactants needed to synthesize it. (4) The reactants are: [Cl:1][C:2]1[N:7]=[CH:6][C:5]([OH:8])=[C:4]([I:9])[CH:3]=1.C([O-])([O-])=O.[Cs+].[Cs+].CN(C)C=O.Cl[C:22]([F:27])([F:26])C([O-])=O.[Na+]. Given the product [Cl:1][C:2]1[CH:3]=[C:4]([I:9])[C:5]([O:8][CH:22]([F:27])[F:26])=[CH:6][N:7]=1, predict the reactants needed to synthesize it.